Dataset: Catalyst prediction with 721,799 reactions and 888 catalyst types from USPTO. Task: Predict which catalyst facilitates the given reaction. (1) Reactant: [CH3:1][N:2]1[CH:6]([C:7]([O:9][C:10]([CH3:13])([CH3:12])[CH3:11])=[O:8])[CH2:5][NH:4][C:3]1=[O:14].Br[C:16]1[CH:21]=[CH:20][CH:19]=[CH:18][N:17]=1.C(=O)([O-])[O-].[Cs+].[Cs+].CC1(C)C2C(=C(P(C3C=CC=CC=3)C3C=CC=CC=3)C=CC=2)OC2C(P(C3C=CC=CC=3)C3C=CC=CC=3)=CC=CC1=2. Product: [CH3:1][N:2]1[CH:6]([C:7]([O:9][C:10]([CH3:11])([CH3:13])[CH3:12])=[O:8])[CH2:5][N:4]([C:16]2[CH:21]=[CH:20][CH:19]=[CH:18][N:17]=2)[C:3]1=[O:14]. The catalyst class is: 333. (2) Reactant: [CH3:1][C:2]1[C:3]([CH3:27])=[CH:4][C:5]2[N:14]([CH2:15][CH2:16][CH2:17][CH2:18][CH2:19][CH2:20][C:21](O)=[O:22])[C:13]3[C:8]([C:9](=[O:25])[NH:10][C:11](=[O:24])[N:12]=3)=[N:7][C:6]=2[CH:26]=1.CN(C(ON1N=NC2C=CC=NC1=2)=[N+](C)C)C.F[P-](F)(F)(F)(F)F.CCN(C(C)C)C(C)C.[CH3:61][S:62]([NH2:65])(=[O:64])=[O:63]. Product: [CH3:1][C:2]1[C:3]([CH3:27])=[CH:4][C:5]2[N:14]([CH2:15][CH2:16][CH2:17][CH2:18][CH2:19][CH2:20][C:21]([NH:65][S:62]([CH3:61])(=[O:64])=[O:63])=[O:22])[C:13]3[C:8]([C:9](=[O:25])[NH:10][C:11](=[O:24])[N:12]=3)=[N:7][C:6]=2[CH:26]=1. The catalyst class is: 3. (3) Reactant: Br[C:2]1[CH:3]=[C:4]([F:11])[C:5]([F:10])=[C:6]([CH:9]=1)[CH:7]=[O:8].[Cu](C#N)[C:13]#[N:14].C(OCC)(=O)C.O. Product: [F:11][C:4]1[CH:3]=[C:2]([CH:9]=[C:6]([CH:7]=[O:8])[C:5]=1[F:10])[C:13]#[N:14]. The catalyst class is: 60. (4) Reactant: [Br:1][C:2]1[N:7]=[CH:6][C:5]([OH:8])=[CH:4][CH:3]=1.CS(O[CH:14]([CH:16]1[CH2:21][CH2:20][N:19]([C:22]([O:24][CH2:25][C:26]2[CH:31]=[CH:30][CH:29]=[CH:28][CH:27]=2)=[O:23])[CH2:18][CH2:17]1)[CH3:15])(=O)=O.C([O-])([O-])=O.[K+].[K+].O. Product: [Br:1][C:2]1[N:7]=[CH:6][C:5]([O:8][CH:14]([CH:16]2[CH2:17][CH2:18][N:19]([C:22]([O:24][CH2:25][C:26]3[CH:27]=[CH:28][CH:29]=[CH:30][CH:31]=3)=[O:23])[CH2:20][CH2:21]2)[CH3:15])=[CH:4][CH:3]=1. The catalyst class is: 3.